This data is from Catalyst prediction with 721,799 reactions and 888 catalyst types from USPTO. The task is: Predict which catalyst facilitates the given reaction. (1) Reactant: [OH:1][C:2]1[CH:7]=[CH:6][C:5]([C:8](=[O:10])[CH3:9])=[CH:4][CH:3]=1.Cl.Cl[CH2:13][CH2:14][CH2:15][N:16]1[CH2:21][CH2:20][CH2:19][CH2:18][CH2:17]1.C(=O)([O-])[O-].[K+].[K+].[I-].[Na+]. Product: [NH3:16].[N:16]1([CH2:15][CH2:14][CH2:13][O:1][C:2]2[CH:7]=[CH:6][C:5]([C:8](=[O:10])[CH3:9])=[CH:4][CH:3]=2)[CH2:21][CH2:20][CH2:19][CH2:18][CH2:17]1. The catalyst class is: 21. (2) Reactant: [OH:1][C:2]1[CH:7]=[C:6]([O:8][CH3:9])[CH:5]=[CH:4][C:3]=1[C:10]([C:12]1[CH:17]=[CH:16][C:15]([O:18][CH2:19][C:20]2[N:21]=[C:22]([C:26]3[CH:31]=[CH:30][CH:29]=[CH:28][CH:27]=3)[O:23][C:24]=2[CH3:25])=[CH:14][CH:13]=1)=[O:11].O[C@H:33]([CH3:38])[C:34]([O:36]C)=[O:35].C1(P(C2C=CC=CC=2)C2C=CC=CC=2)C=CC=CC=1.N(C(OCC)=O)=NC(OCC)=O. Product: [CH3:9][O:8][C:6]1[CH:5]=[CH:4][C:3]([C:10](=[O:11])[C:12]2[CH:13]=[CH:14][C:15]([O:18][CH2:19][C:20]3[N:21]=[C:22]([C:26]4[CH:27]=[CH:28][CH:29]=[CH:30][CH:31]=4)[O:23][C:24]=3[CH3:25])=[CH:16][CH:17]=2)=[C:2]([CH:7]=1)[O:1][C@@H:33]([CH3:38])[C:34]([OH:36])=[O:35]. The catalyst class is: 4. (3) Reactant: C(=O)([O-])[O-].[K+].[K+].Cl[CH2:8][O:9][CH3:10].[OH:11][C:12]1[C:20]2[O:19][C:18]([CH3:22])([CH3:21])[C:17](=[O:23])[C:16]=2[C:15]([CH3:24])=[CH:14][C:13]=1[CH3:25].O.C(=O)(O)[O-].[Na+]. Product: [CH3:10][O:9][CH2:8][O:11][C:12]1[C:20]2[O:19][C:18]([CH3:21])([CH3:22])[C:17](=[O:23])[C:16]=2[C:15]([CH3:24])=[CH:14][C:13]=1[CH3:25]. The catalyst class is: 399. (4) Product: [CH:68]([N:39]1[C:40]2=[N:41][CH:42]=[CH:43][C:44]([CH2:46][CH2:47][C:48]3[CH:49]=[CH:50][C:51]([O:54][C:55](=[O:60])[C:56]([CH3:59])([CH3:58])[CH3:57])=[CH:52][CH:53]=3)=[C:45]2[C:37]([O:36][C@@H:9]2[O:10][C@H:11]([CH2:28][O:29][C:30](=[O:35])[C:31]([CH3:33])([CH3:34])[CH3:32])[C@@H:12]([O:21][C:22](=[O:27])[C:23]([CH3:26])([CH3:25])[CH3:24])[C@H:13]([O:14][C:15](=[O:20])[C:16]([CH3:17])([CH3:19])[CH3:18])[C@H:8]2[O:7][C:1](=[O:6])[C:2]([CH3:3])([CH3:4])[CH3:5])=[N:38]1)([CH3:70])[CH3:69]. Reactant: [C:1]([O:7][C@@H:8]1[C@@H:13]([O:14][C:15](=[O:20])[C:16]([CH3:19])([CH3:18])[CH3:17])[C@H:12]([O:21][C:22](=[O:27])[C:23]([CH3:26])([CH3:25])[CH3:24])[C@@H:11]([CH2:28][O:29][C:30](=[O:35])[C:31]([CH3:34])([CH3:33])[CH3:32])[O:10][C@H:9]1[O:36][C:37]1[C:45]2[C:40](=[N:41][CH:42]=[CH:43][C:44]=2[CH2:46][CH2:47][C:48]2[CH:53]=[CH:52][C:51]([O:54][C:55](=[O:60])[C:56]([CH3:59])([CH3:58])[CH3:57])=[CH:50][CH:49]=2)[NH:39][N:38]=1)(=[O:6])[C:2]([CH3:5])([CH3:4])[CH3:3].C(=O)([O-])[O-].[Cs+].[Cs+].I[CH:68]([CH3:70])[CH3:69]. The catalyst class is: 21. (5) Reactant: [N:1]1([CH2:7][C:8]2[N:13]=[C:12]([C:14]3[CH:27]=[CH:26][C:17]([CH2:18][N:19]4[CH2:23][C:22](=[O:24])[NH:21][C:20]4=[O:25])=[CH:16][CH:15]=3)[CH:11]=[CH:10][CH:9]=2)[CH2:6][CH2:5][CH2:4][CH2:3][CH2:2]1.C(=O)([O-])[O-].[K+].[K+].Br[CH2:35][CH2:36][C:37]([F:40])([F:39])[F:38]. Product: [N:1]1([CH2:7][C:8]2[N:13]=[C:12]([C:14]3[CH:27]=[CH:26][C:17]([CH2:18][N:19]4[CH2:23][C:22](=[O:24])[N:21]([CH2:35][CH2:36][C:37]([F:40])([F:39])[F:38])[C:20]4=[O:25])=[CH:16][CH:15]=3)[CH:11]=[CH:10][CH:9]=2)[CH2:2][CH2:3][CH2:4][CH2:5][CH2:6]1. The catalyst class is: 3. (6) Product: [CH:57]1([NH:58][C:60](=[O:61])[CH:35]([OH:66])[C@@H:36]([NH:41][C:10](=[O:12])[C@@H:9]([NH:13][C@@H:14]([C:19]2[CH:20]=[CH:21][C:22]([F:25])=[CH:23][CH:24]=2)[C:15]([F:18])([F:16])[F:17])[CH2:8][S:5]([CH2:4][CH:1]2[CH2:2][CH2:3]2)(=[O:7])=[O:6])[CH2:37][CH3:38])[CH2:56][CH2:54]1. Reactant: [CH:1]1([CH2:4][S:5]([CH2:8][C@H:9]([NH:13][C@@H:14]([C:19]2[CH:24]=[CH:23][C:22]([F:25])=[CH:21][CH:20]=2)[C:15]([F:18])([F:17])[F:16])[C:10]([OH:12])=O)(=[O:7])=[O:6])[CH2:3][CH2:2]1.CN(C(ON1N=[N:41][C:36]2[CH:37]=[CH:38]C=N[C:35]1=2)=[N+](C)C)C.F[P-](F)(F)(F)(F)F.C(N[CH:54]([CH3:56])C)(C)C.[CH3:57][N:58]([CH:60]=[O:61])C.CC([O:66]C)(C)C. The catalyst class is: 665.